This data is from Forward reaction prediction with 1.9M reactions from USPTO patents (1976-2016). The task is: Predict the product of the given reaction. (1) The product is: [CH3:10][C:4]1[S:3][C:2]2[NH:1][C:12](=[O:14])[NH:9][C:7](=[O:8])[C:6]=2[CH:5]=1. Given the reactants [NH2:1][C:2]1[S:3][C:4]([CH3:10])=[CH:5][C:6]=1[C:7]([NH2:9])=[O:8].Cl[C:12](Cl)([O:14]C(=O)OC(Cl)(Cl)Cl)Cl, predict the reaction product. (2) Given the reactants [CH2:1]([N:4]1[CH2:11][CH:10]2[C:6]([C:12]3[CH:17]=[CH:16][CH:15]=[C:14]([Br:18])[CH:13]=3)([NH:7][O:8][CH2:9]2)[CH2:5]1)[CH:2]=[CH2:3].C(OCC)(=O)C, predict the reaction product. The product is: [CH2:1]([N:4]1[CH2:5][C:6]([NH2:7])([C:12]2[CH:17]=[CH:16][CH:15]=[C:14]([Br:18])[CH:13]=2)[CH:10]([CH2:9][OH:8])[CH2:11]1)[CH:2]=[CH2:3]. (3) Given the reactants [CH3:1][C:2]1[CH:3]=[C:4]([NH:8]/[C:9](/[CH3:16])=[CH:10]/[C:11]([O:13][CH2:14][CH3:15])=[O:12])[CH:5]=[CH:6][CH:7]=1.[C:17]([C:19]1[CH:26]=[CH:25][C:22]([CH:23]=O)=[CH:21][CH:20]=1)#[N:18].[CH3:27][C:28](=O)[CH2:29][C:30](=[O:32])[CH3:31].FC(F)(F)C(O)=O, predict the reaction product. The product is: [C:30]([C:29]1[CH:23]([C:22]2[CH:25]=[CH:26][C:19]([C:17]#[N:18])=[CH:20][CH:21]=2)[C:10]([C:11]([O:13][CH2:14][CH3:15])=[O:12])=[C:9]([CH3:16])[N:8]([C:4]2[CH:5]=[CH:6][CH:7]=[C:2]([CH3:1])[CH:3]=2)[C:28]=1[CH3:27])(=[O:32])[CH3:31]. (4) Given the reactants C([O:4][C@H:5]1[CH2:9][C@H:8]([N:10]2[C:14]3[N:15]=[CH:16][N:17]=[C:18]([CH2:19][CH2:20][C:21]4[CH:26]=[CH:25][CH:24]=[CH:23][CH:22]=4)[C:13]=3[C:12]([C:27]#[C:28][Si](C)(C)C)=[CH:11]2)[O:7][C@@H:6]1[CH2:33][O:34][S:35]([NH2:38])(=[O:37])=[O:36])(=O)C.C([O-])([O-])=O.[K+].[K+], predict the reaction product. The product is: [S:35](=[O:36])(=[O:37])([O:34][CH2:33][C@@H:6]1[C@@H:5]([OH:4])[CH2:9][C@H:8]([N:10]2[C:14]3[N:15]=[CH:16][N:17]=[C:18]([CH2:19][CH2:20][C:21]4[CH:26]=[CH:25][CH:24]=[CH:23][CH:22]=4)[C:13]=3[C:12]([C:27]#[CH:28])=[CH:11]2)[O:7]1)[NH2:38].